Dataset: Forward reaction prediction with 1.9M reactions from USPTO patents (1976-2016). Task: Predict the product of the given reaction. (1) The product is: [CH3:1][O:2][C:3]([NH:4][C@H:5]1[CH2:13][C:12]2[C:7](=[CH:8][CH:9]=[C:10]([NH:14][C:43]([C:31]3[C:32]([C:33]4[CH:38]=[CH:37][C:36]([C:39]([F:40])([F:42])[F:41])=[CH:35][CH:34]=4)=[C:27]([CH3:26])[CH:28]=[CH:29][CH:30]=3)=[O:44])[CH:11]=2)[CH2:6]1)=[O:15]. Given the reactants [CH3:1][O:2][C:3](=[O:15])[NH:4][C@H:5]1[CH2:13][C:12]2[C:7](=[CH:8][CH:9]=[C:10]([NH2:14])[CH:11]=2)[CH2:6]1.CS(C)=O.N1C=CC=CC=1.[CH3:26][C:27]1[CH:28]=[CH:29][CH:30]=[C:31]([C:43](Cl)=[O:44])[C:32]=1[C:33]1[CH:38]=[CH:37][C:36]([C:39]([F:42])([F:41])[F:40])=[CH:35][CH:34]=1, predict the reaction product. (2) Given the reactants S(Cl)([Cl:3])=O.[OH:5][CH2:6][C:7]1[CH:11]=[C:10]([C:12]2[CH:17]=[CH:16][C:15]([CH3:18])=[CH:14][CH:13]=2)[N:9]([C:19]2[CH:24]=[CH:23][C:22]([S:25]([NH2:28])(=[O:27])=[O:26])=[CH:21][CH:20]=2)[N:8]=1.[CH2:29]1[CH2:33]O[CH2:31][CH2:30]1, predict the reaction product. The product is: [Cl:3][CH2:6][C:7]1[CH:11]=[C:10]([C:12]2[CH:17]=[CH:16][C:15]([CH3:18])=[CH:14][CH:13]=2)[N:9]([C:19]2[CH:24]=[CH:23][C:22]([S:25]([NH2:28])(=[O:27])=[O:26])=[CH:21][CH:20]=2)[N:8]=1.[Cl:3][CH2:31][CH2:30][CH2:29][CH2:33][O:5][CH2:6][C:7]1[CH:11]=[C:10]([C:12]2[CH:13]=[CH:14][C:15]([CH3:18])=[CH:16][CH:17]=2)[N:9]([C:19]2[CH:24]=[CH:23][C:22]([S:25]([NH2:28])(=[O:26])=[O:27])=[CH:21][CH:20]=2)[N:8]=1.